Predict the reactants needed to synthesize the given product. From a dataset of Full USPTO retrosynthesis dataset with 1.9M reactions from patents (1976-2016). (1) Given the product [Cl:26][C:10]1[C:4]2[CH:3]=[C:2]([Cl:1])[CH:23]=[CH:22][C:5]=2[N:6]([CH2:13][C:14]2[CH:19]=[CH:18][C:17]([O:20][CH3:21])=[CH:16][CH:15]=2)[C:7](=[O:12])[CH2:8][N:9]=1, predict the reactants needed to synthesize it. The reactants are: [Cl:1][C:2]1[CH:23]=[CH:22][C:5]2[N:6]([CH2:13][C:14]3[CH:19]=[CH:18][C:17]([O:20][CH3:21])=[CH:16][CH:15]=3)[C:7](=[O:12])[CH2:8][NH:9][C:10](=O)[C:4]=2[CH:3]=1.O=P(Cl)(Cl)[Cl:26]. (2) Given the product [C:18]([C:14]1[CH:13]([C:5]2[CH:6]=[CH:7][CH:8]=[C:9]3[C:4]=2[O:3][C:2]([CH3:1])=[CH:11][C:10]3=[O:12])[C:23]2[C:24](=[O:28])[NH:25][CH:26]=[N:27][C:22]=2[NH:21][C:15]=1[CH3:16])(=[O:20])[CH3:19], predict the reactants needed to synthesize it. The reactants are: [CH3:1][C:2]1[O:3][C:4]2[C:9]([C:10](=[O:12])[CH:11]=1)=[CH:8][CH:7]=[CH:6][C:5]=2[CH:13]=[C:14]([C:18](=[O:20])[CH3:19])[C:15](=O)[CH3:16].[NH2:21][C:22]1[N:27]=[CH:26][NH:25][C:24](=[O:28])[CH:23]=1.